This data is from Forward reaction prediction with 1.9M reactions from USPTO patents (1976-2016). The task is: Predict the product of the given reaction. Given the reactants [Br:1][CH2:2][C:3]([C:5]1[CH:10]=[CH:9][CH:8]=[CH:7][CH:6]=1)=[O:4].CO, predict the reaction product. The product is: [Br:1][CH2:2][C@H:3]([C:5]1[CH:10]=[CH:9][CH:8]=[CH:7][CH:6]=1)[OH:4].